The task is: Predict the reaction yield, written as a fraction of the theoretical maximum amount of product (1.0 means a 100% yield; for example, 0.34 means a 34% yield).. This data is from Reaction yield outcomes from USPTO patents with 853,638 reactions. (1) The reactants are [F:1][C:2]1[CH:7]=[CH:6][C:5]([F:8])=[CH:4][C:3]=1[CH:9]([S:20][C:21]1[CH:26]=[CH:25][C:24]([F:27])=[CH:23][CH:22]=1)C1C(C)=CC(C(O)=O)=NC=1.Cl.CN.ON1C2[CH:37]=[CH:38][CH:39]=CC=2N=N1.C[N:42]1[CH2:47][CH2:46][O:45][CH2:44][CH2:43]1.Cl.C(N=C=NCCC[N:57]([CH3:59])C)C.ClC1C=CC=C(C(OO)=[O:68])C=1. The catalyst is C(Cl)Cl. The product is [F:1][C:2]1[CH:7]=[CH:6][C:5]([F:8])=[CH:4][C:3]=1[CH:9]([S:20]([C:21]1[CH:22]=[CH:23][C:24]([F:27])=[CH:25][CH:26]=1)=[O:68])[C:44]1[C:38]([CH3:39])=[CH:37][C:47]([C:46]([NH:57][CH3:59])=[O:45])=[N:42][CH:43]=1. The yield is 0.390. (2) The reactants are C([N+](CCCC)(CCCC)CCCC)CCC.[P:18]([O:22][CH2:23][C@@H:24]1[C@@H:28]([O:29][P:30]([O:33][CH2:34][C@@H:35]2[C@@H:39]([OH:40])[C@@H:38]([OH:41])[C@H:37]([N:42]3[CH:50]=[N:49][C:48]4[C:43]3=[N:44][CH:45]=[N:46][C:47]=4[NH2:51])[O:36]2)([OH:32])=[O:31])[CH2:27][C@H:26]([N:52]2[CH:57]=[CH:56][C:55]([NH2:58])=[N:54][C:53]2=[O:59])[O:25]1)([OH:21])([OH:20])=[O:19].[N:60]([CH2:63][CH2:64][CH2:65][C@H:66]([NH:73][C:74]([O:76][C:77]([CH3:80])([CH3:79])[CH3:78])=[O:75])[C:67](OCC#N)=[O:68])=[N+:61]=[N-:62]. The catalyst is O.O1CCCC1. The product is [N:60]([CH2:63][CH2:64][CH2:65][C@@H:66]([NH:73][C:74]([O:76][C:77]([CH3:80])([CH3:79])[CH3:78])=[O:75])[C:67]([O:40][C@H:39]1[C@@H:38]([OH:41])[C@H:37]([N:42]2[CH:50]=[N:49][C:48]3[C:43]2=[N:44][CH:45]=[N:46][C:47]=3[NH2:51])[O:36][C@H:35]1[CH2:34][O:33][P:30]([O:29][C@H:28]1[CH2:27][C@H:26]([N:52]2[CH:57]=[CH:56][C:55]([NH2:58])=[N:54][C:53]2=[O:59])[O:25][C@@H:24]1[CH2:23][O:22][P:18]([OH:21])([OH:20])=[O:19])([OH:32])=[O:31])=[O:68])=[N+:61]=[N-:62]. The yield is 0.230. (3) The reactants are [CH3:1][C:2]1[C:3](B2OC(C)(C)C(C)(C)O2)=[C:4]([CH:9]=[CH:10][CH:11]=1)[C:5]([O:7][CH3:8])=[O:6].N#N.Cl[C:24]1[N:29]=[CH:28][C:27]([F:30])=[CH:26][N:25]=1.C([O-])([O-])=O.[Na+].[Na+]. The catalyst is C1COCC1.C1C=CC(P(C2C=CC=CC=2)[C-]2C=CC=C2)=CC=1.C1C=CC(P(C2C=CC=CC=2)[C-]2C=CC=C2)=CC=1.Cl[Pd]Cl.[Fe+2].CCOC(C)=O.O. The product is [F:30][C:27]1[CH:26]=[N:25][C:24]([C:3]2[C:2]([CH3:1])=[CH:11][CH:10]=[CH:9][C:4]=2[C:5]([O:7][CH3:8])=[O:6])=[N:29][CH:28]=1. The yield is 0.400. (4) The yield is 0.930. The catalyst is CN(C=O)C.C1C=CC(P(C2C=CC=CC=2)[C-]2C=CC=C2)=CC=1.C1C=CC(P(C2C=CC=CC=2)[C-]2C=CC=C2)=CC=1.Cl[Pd]Cl.[Fe+2]. The product is [F:8][C:7]1[CH:6]=[CH:5][C:4]([C:9](=[O:12])[CH2:10][CH3:11])=[CH:3][C:2]=1[B:21]1[O:22][C:23]([CH3:25])([CH3:24])[C:19]([CH3:35])([CH3:18])[O:20]1. The reactants are Br[C:2]1[CH:3]=[C:4]([C:9](=[O:12])[CH2:10][CH3:11])[CH:5]=[CH:6][C:7]=1[F:8].C([O-])(=O)C.[K+].[CH3:18][C:19]1([CH3:35])[C:23]([CH3:25])([CH3:24])[O:22][B:21]([B:21]2[O:22][C:23]([CH3:25])([CH3:24])[C:19]([CH3:35])([CH3:18])[O:20]2)[O:20]1.C(Cl)Cl. (5) The reactants are C([C:8]1[N:9]=[C:10]([NH2:13])[S:11][CH:12]=1)(OC(C)(C)C)=O.C1(P([C:27]2[CH:32]=[CH:31]C=CC=2)C2C=CC=CC=2)C=CC=CC=1.[CH3:33][CH:34](O)[CH3:35].CC[O:39][C:40](/N=N/C(OCC)=O)=[O:41].[CH2:49]1COCC1. No catalyst specified. The product is [CH:34]([N:13]([C:10]1[S:11][CH:12]=[CH:8][N:9]=1)[C:40](=[O:39])[O:41][C:32]([CH3:31])([CH3:27])[CH3:49])([CH3:35])[CH3:33]. The yield is 0.900. (6) The reactants are [C:1]([NH:11][C:12]1[CH:17]=[CH:16][C:15]([N:18]2[CH2:23][CH2:22][O:21][CH2:20][CH2:19]2)=[C:14]([F:24])[CH:13]=1)([O:3][CH2:4][C:5]1C=CC=CC=1)=[O:2].CC(C)([O-])C.[Li+].ClC[C@@H](O)[CH2:34][N:35]([CH2:43][C:44]1[CH:49]=[CH:48][CH:47]=[CH:46][CH:45]=1)[CH2:36][C:37]1[CH:42]=[CH:41][CH:40]=[CH:39][CH:38]=1.[Cl-].[NH4+]. The catalyst is C(OCC)(=O)C.O1CCCC1. The product is [CH2:43]([N:35]([CH2:34][C@@H:4]1[O:3][C:1](=[O:2])[N:11]([C:12]2[CH:17]=[CH:16][C:15]([N:18]3[CH2:19][CH2:20][O:21][CH2:22][CH2:23]3)=[C:14]([F:24])[CH:13]=2)[CH2:5]1)[CH2:36][C:37]1[CH:42]=[CH:41][CH:40]=[CH:39][CH:38]=1)[C:44]1[CH:49]=[CH:48][CH:47]=[CH:46][CH:45]=1. The yield is 0.840. (7) The reactants are [CH:1]([C:3]1[C:12](=[O:13])[C:11]2[C:6](=[CH:7][CH:8]=[CH:9][CH:10]=2)[O:5][CH:4]=1)=O.[CH2:14]([O:16][C:17]([C:19]#[C:20][C:21]([O:23][CH2:24][CH3:25])=[O:22])=[O:18])[CH3:15].C1(P(C2C=CC=CC=2)C2C=CC=CC=2)C=CC=CC=1.[CH3:45][O:46][C:47]1[CH:58]=[C:57]2[C:50]([NH:51][CH:52]=[C:53]2[CH2:54][CH2:55][NH2:56])=[CH:49][CH:48]=1. The catalyst is C1(C)C=CC=CC=1. The product is [CH2:24]([O:23][C:21]([C:20]1[C:19]2([C:17]([O:16][CH2:14][CH3:15])=[O:18])[N:56]([CH2:55][CH2:54][C:53]3[C:57]4[C:50](=[CH:49][CH:48]=[C:47]([O:46][CH3:45])[CH:58]=4)[NH:51][C:52]=32)[CH:4]=[C:3]([C:12](=[O:13])[C:11]2[CH:10]=[CH:9][CH:8]=[CH:7][C:6]=2[OH:5])[CH:1]=1)=[O:22])[CH3:25]. The yield is 0.760.